From a dataset of Full USPTO retrosynthesis dataset with 1.9M reactions from patents (1976-2016). Predict the reactants needed to synthesize the given product. (1) Given the product [CH2:31]([O:38][CH2:39][C:40]([N:17]1[CH2:18][C@@H:14]([C:8]2[CH:9]=[CH:10][C:11]([O:12][CH3:13])=[C:6]([O:5][CH2:4][CH:1]3[CH2:3][CH2:2]3)[CH:7]=2)[C@@:15]([CH2:20][OH:21])([CH3:19])[CH2:16]1)=[O:41])[C:32]1[CH:37]=[CH:36][CH:35]=[CH:34][CH:33]=1, predict the reactants needed to synthesize it. The reactants are: [CH:1]1([CH2:4][O:5][C:6]2[CH:7]=[C:8]([C@@H:14]3[CH2:18][NH:17][CH2:16][C@:15]3([CH2:20][OH:21])[CH3:19])[CH:9]=[CH:10][C:11]=2[O:12][CH3:13])[CH2:3][CH2:2]1.CCN(C(C)C)C(C)C.[CH2:31]([O:38][CH2:39][C:40](Cl)=[O:41])[C:32]1[CH:37]=[CH:36][CH:35]=[CH:34][CH:33]=1.[Li+].[OH-]. (2) Given the product [CH3:23][NH:22][C:17]1[CH:16]=[C:15]([C:5]2[CH:6]=[CH:7][CH:8]=[C:3]([C:2]([F:13])([F:12])[F:1])[CH:4]=2)[N:20]=[C:19]([NH2:21])[N:18]=1, predict the reactants needed to synthesize it. The reactants are: [F:1][C:2]([F:13])([F:12])[C:3]1[CH:4]=[C:5](B(O)O)[CH:6]=[CH:7][CH:8]=1.Cl[C:15]1[N:20]=[C:19]([NH2:21])[N:18]=[C:17]([NH:22][CH3:23])[CH:16]=1.